Dataset: Forward reaction prediction with 1.9M reactions from USPTO patents (1976-2016). Task: Predict the product of the given reaction. (1) Given the reactants Br[CH2:2][CH2:3][N:4]1[C:8](=[O:9])[CH2:7][S:6][C:5]1=[O:10].[CH3:11][NH:12][CH3:13].O, predict the reaction product. The product is: [CH3:11][N:12]([CH3:13])[CH2:2][CH2:3][N:4]1[C:8](=[O:9])[CH2:7][S:6][C:5]1=[O:10]. (2) Given the reactants [Cl:1][C:2]1[CH:3]=[C:4]([C:9]2([C:21]([F:24])([F:23])[F:22])[O:13][N:12]=[C:11]([C:14]3[CH:20]=[CH:19][C:17]([NH2:18])=[CH:16][CH:15]=3)[CH2:10]2)[CH:5]=[C:6]([Cl:8])[CH:7]=1.CO[CH:27]1[CH2:31][CH2:30][CH:29](OC)O1.O.C(OCC)(=O)C, predict the reaction product. The product is: [Cl:1][C:2]1[CH:3]=[C:4]([C:9]2([C:21]([F:22])([F:24])[F:23])[O:13][N:12]=[C:11]([C:14]3[CH:15]=[CH:16][C:17]([N:18]4[CH:27]=[CH:31][CH:30]=[CH:29]4)=[CH:19][CH:20]=3)[CH2:10]2)[CH:5]=[C:6]([Cl:8])[CH:7]=1. (3) Given the reactants [N:1]1([C:7]2[N:8]=[C:9]([CH2:14][C:15]([O-:17])=O)[NH:10][C:11](=[O:13])[CH:12]=2)[CH2:6][CH2:5][O:4][CH2:3][CH2:2]1.[Na+].[F:19][C:20]1[CH:26]=[CH:25][C:23]([NH2:24])=[CH:22][C:21]=1[CH2:27][O:28][CH3:29].FC1C=C(F)C=CC=1N, predict the reaction product. The product is: [F:19][C:20]1[CH:26]=[CH:25][C:23]([NH:24][C:15](=[O:17])[CH2:14][C:9]2[NH:10][C:11](=[O:13])[CH:12]=[C:7]([N:1]3[CH2:2][CH2:3][O:4][CH2:5][CH2:6]3)[N:8]=2)=[CH:22][C:21]=1[CH2:27][O:28][CH3:29]. (4) Given the reactants C[O-].[Na+].[C:4]([O:14]C)(=O)[CH2:5][S:6][CH2:7][CH2:8][C:9]([O:11][CH3:12])=[O:10].Cl, predict the reaction product. The product is: [CH3:12][O:11][C:9]([CH:8]1[C:4](=[O:14])[CH2:5][S:6][CH2:7]1)=[O:10].